This data is from Forward reaction prediction with 1.9M reactions from USPTO patents (1976-2016). The task is: Predict the product of the given reaction. (1) Given the reactants [Cl:1][C:2]1[CH:3]=[CH:4][C:5]([O:22][CH3:23])=[C:6]([C:8](=[O:21])/[CH:9]=[C:10]2\[S:11][CH:12]=[C:13]([CH3:20])[N:14]\2[CH2:15][CH:16]2[CH2:19][CH2:18][CH2:17]2)[CH:7]=1.[Br:24]N1C(=O)CCC1=O, predict the reaction product. The product is: [Br:24][C:12]1[S:11]/[C:10](=[CH:9]\[C:8]([C:6]2[CH:7]=[C:2]([Cl:1])[CH:3]=[CH:4][C:5]=2[O:22][CH3:23])=[O:21])/[N:14]([CH2:15][CH:16]2[CH2:17][CH2:18][CH2:19]2)[C:13]=1[CH3:20]. (2) Given the reactants [F:1][C:2]1[S:3][C:4]([CH3:10])=[C:5]([CH3:9])[C:6]=1[NH:7][NH2:8].[C:11]([CH2:13][C:14](Cl)=[O:15])#[N:12], predict the reaction product. The product is: [NH2:12][C:11]1[N:7]([C:6]2[C:5]([CH3:9])=[C:4]([CH3:10])[S:3][C:2]=2[F:1])[N:8]=[C:14]([OH:15])[CH:13]=1. (3) Given the reactants [F:1][C:2]1[C:10]([F:11])=[CH:9][CH:8]=[CH:7][C:3]=1[C:4]([OH:6])=[O:5].[CH3:12]O, predict the reaction product. The product is: [F:1][C:2]1[C:10]([F:11])=[CH:9][CH:8]=[CH:7][C:3]=1[C:4]([O:6][CH3:12])=[O:5]. (4) Given the reactants [Cl:1][C:2]1[CH:32]=[CH:31][CH:30]=[C:29]([C:33]([F:36])([F:35])[F:34])[C:3]=1[C:4]([N:6]1[C:14]2[C:9](=[N:10][CH:11]=[C:12]([C:15](O)=[O:16])[CH:13]=2)[C:8]([C:18]2[CH:23]=[CH:22][C:21]([C:24]([O:26][CH3:27])=[O:25])=[CH:20][C:19]=2[F:28])=[N:7]1)=[O:5].[NH2:37][CH2:38][CH2:39][CH2:40][OH:41].F[P-](F)(F)(F)(F)F.N1(O[P+](N(C)C)(N(C)C)N(C)C)C2C=CC=CC=2N=N1.CCN(C(C)C)C(C)C, predict the reaction product. The product is: [Cl:1][C:2]1[CH:32]=[CH:31][CH:30]=[C:29]([C:33]([F:35])([F:34])[F:36])[C:3]=1[C:4]([N:6]1[C:14]2[C:9](=[N:10][CH:11]=[C:12]([C:15](=[O:16])[NH:37][CH2:38][CH2:39][CH2:40][OH:41])[CH:13]=2)[C:8]([C:18]2[CH:23]=[CH:22][C:21]([C:24]([O:26][CH3:27])=[O:25])=[CH:20][C:19]=2[F:28])=[N:7]1)=[O:5]. (5) Given the reactants [Cl:1][C:2]1[CH:7]=[CH:6][C:5]([C@H:8]2[N:15]3[C:11]([S:12][C:13]([C:19]([OH:21])=O)=[C:14]3[CH:16]3[CH2:18][CH2:17]3)=[N:10][C@H:9]2[C:22]2[CH:27]=[CH:26][C:25]([Cl:28])=[CH:24][CH:23]=2)=[CH:4][CH:3]=1.[NH:29]1[CH2:34][CH2:33][NH:32][CH2:31][C:30]1=[O:35], predict the reaction product. The product is: [Cl:1][C:2]1[CH:3]=[CH:4][C:5]([C@H:8]2[N:15]3[C:11]([S:12][C:13]([C:19]([N:32]4[CH2:33][CH2:34][NH:29][C:30](=[O:35])[CH2:31]4)=[O:21])=[C:14]3[CH:16]3[CH2:17][CH2:18]3)=[N:10][C@H:9]2[C:22]2[CH:23]=[CH:24][C:25]([Cl:28])=[CH:26][CH:27]=2)=[CH:6][CH:7]=1.